This data is from Catalyst prediction with 721,799 reactions and 888 catalyst types from USPTO. The task is: Predict which catalyst facilitates the given reaction. (1) Reactant: [C:1]1([C:19]2[CH:24]=[CH:23][CH:22]=[CH:21][CH:20]=2)[CH:6]=[CH:5][C:4]([C:7]2[CH:8]=[N:9][N:10]([C:12]3[CH:13]=[C:14]([OH:18])[CH:15]=[CH:16][CH:17]=3)[CH:11]=2)=[CH:3][CH:2]=1.I[C:26]1[CH:27]=[C:28]([N:32]2[C:36]([CH3:37])=[CH:35][C:34]([CH3:38])=[N:33]2)[CH:29]=[CH:30][CH:31]=1.N1C=CC=CC=1C(O)=O.[O-]P([O-])([O-])=O.[K+].[K+].[K+]. Product: [C:1]1([C:19]2[CH:20]=[CH:21][CH:22]=[CH:23][CH:24]=2)[CH:6]=[CH:5][C:4]([C:7]2[CH:8]=[N:9][N:10]([C:12]3[CH:13]=[C:14]([CH:15]=[CH:16][CH:17]=3)[O:18][C:26]3[CH:27]=[C:28]([N:32]4[C:36]([CH3:37])=[CH:35][C:34]([CH3:38])=[N:33]4)[CH:29]=[CH:30][CH:31]=3)[CH:11]=2)=[CH:3][CH:2]=1. The catalyst class is: 205. (2) Reactant: N#N.Br[C:4]1[C:13]2[C:8](=[CH:9][CH:10]=[CH:11][CH:12]=2)[C:7](=[O:14])[N:6]([CH3:15])[CH:5]=1.[CH3:16][N:17]1[CH:21]=[C:20](B(O)O)[CH:19]=[N:18]1.C([O-])([O-])=O.[Na+].[Na+]. Product: [CH3:15][N:6]1[CH:5]=[C:4]([C:20]2[CH:19]=[N:18][N:17]([CH3:16])[CH:21]=2)[C:13]2[C:8](=[CH:9][CH:10]=[CH:11][CH:12]=2)[C:7]1=[O:14]. The catalyst class is: 75. (3) Reactant: [Cl:1][C:2]1[CH:7]=[CH:6][C:5]([S:8]([CH:11]2[CH2:15][CH2:14][O:13][C:12]2=[O:16])(=[O:10])=[O:9])=[CH:4][CH:3]=1.[H-].[Na+].I[CH3:20]. Product: [Cl:1][C:2]1[CH:3]=[CH:4][C:5]([S:8]([C:11]2([CH3:20])[CH2:15][CH2:14][O:13][C:12]2=[O:16])(=[O:10])=[O:9])=[CH:6][CH:7]=1. The catalyst class is: 3. (4) Reactant: [CH2:1]([N:4]([CH2:15][CH:16]=[CH2:17])[S:5]([C:8]1[CH:9]=[N:10][CH:11]=[CH:12][C:13]=1[NH2:14])(=[O:7])=[O:6])[CH:2]=[CH2:3].C(=O)([O-])[O-].[Cs+].[Cs+].[Br:24][C:25]1[CH:26]=[C:27]([S:31](Cl)(=[O:33])=[O:32])[CH:28]=[CH:29][CH:30]=1.Cl. Product: [CH2:15]([N:4]([CH2:1][CH:2]=[CH2:3])[S:5]([C:8]1[CH:9]=[N:10][CH:11]=[CH:12][C:13]=1[NH:14][S:31]([C:27]1[CH:28]=[CH:29][CH:30]=[C:25]([Br:24])[CH:26]=1)(=[O:33])=[O:32])(=[O:7])=[O:6])[CH:16]=[CH2:17]. The catalyst class is: 7. (5) Reactant: [NH2:1][C@@H:2]([C:6]([OH:8])=[O:7])[C@H:3]([CH3:5])[OH:4].C([O-])(O)=O.[Na+].[CH2:14]([O:22][C:23](N1C=CC=CC1=O)=[O:24])[CH2:15][C:16]1[CH:21]=[CH:20][CH:19]=[CH:18][CH:17]=1. Product: [OH:4][C@@H:3]([CH3:5])[C@@H:2]([NH:1][C:23]([O:22][CH2:14][CH2:15][C:16]1[CH:21]=[CH:20][CH:19]=[CH:18][CH:17]=1)=[O:24])[C:6]([OH:8])=[O:7]. The catalyst class is: 90. (6) The catalyst class is: 806. Product: [NH2:1][C:2]1[N:3]([CH3:25])[C:4](=[O:24])[C@:5]2([C:15]3[C:10](=[CH:11][CH:12]=[C:13]([C:32]4[CH:33]=[C:28]([CH:29]=[CH:30][CH:31]=4)[C:26]#[N:27])[CH:14]=3)[O:9][C@H:8]([C:17]3[CH:22]=[CH:21][C:20]([F:23])=[CH:19][CH:18]=3)[CH2:7]2)[N:6]=1.[NH2:1][C:2]1[N:3]([CH3:25])[C:4](=[O:24])[C:5]2([C:15]3[C:10](=[CH:11][CH:12]=[C:13]([C:32]4[CH:33]=[C:28]([CH:29]=[CH:30][CH:31]=4)[C:26]#[N:27])[CH:14]=3)[O:9][CH:8]([C:17]3[CH:22]=[CH:21][C:20]([F:23])=[CH:19][CH:18]=3)[CH2:7]2)[N:6]=1. Reactant: [NH2:1][C:2]1[N:3]([CH3:25])[C:4](=[O:24])[C:5]2([C:15]3[C:10](=[CH:11][CH:12]=[C:13](Br)[CH:14]=3)[O:9][CH:8]([C:17]3[CH:22]=[CH:21][C:20]([F:23])=[CH:19][CH:18]=3)[CH2:7]2)[N:6]=1.[C:26]([C:28]1[CH:29]=[C:30](B(O)O)[CH:31]=[CH:32][CH:33]=1)#[N:27]. (7) Reactant: [F:1][C:2]1[CH:11]=[C:10]([F:12])[CH:9]=[C:8]2[C:3]=1[C:4](=[O:25])[NH:5][C:6]([C:13]1[CH:18]=[C:17]([CH3:19])[C:16]([O:20][CH2:21][CH2:22]O)=[C:15]([CH3:24])[CH:14]=1)=[N:7]2.C1C=CC(P(C2C=CC=CC=2)C2C=CC=CC=2)=CC=1.C(Br)(Br)(Br)[Br:46]. Product: [Br:46][CH2:22][CH2:21][O:20][C:16]1[C:17]([CH3:19])=[CH:18][C:13]([C:6]2[NH:5][C:4](=[O:25])[C:3]3[C:8](=[CH:9][C:10]([F:12])=[CH:11][C:2]=3[F:1])[N:7]=2)=[CH:14][C:15]=1[CH3:24]. The catalyst class is: 3.